This data is from Peptide-MHC class I binding affinity with 185,985 pairs from IEDB/IMGT. The task is: Regression. Given a peptide amino acid sequence and an MHC pseudo amino acid sequence, predict their binding affinity value. This is MHC class I binding data. (1) The peptide sequence is EENLIDFAS. The MHC is HLA-A11:01 with pseudo-sequence HLA-A11:01. The binding affinity (normalized) is 0.0847. (2) The peptide sequence is IQYPLWWGH. The binding affinity (normalized) is 0.0847. The MHC is HLA-A26:02 with pseudo-sequence HLA-A26:02.